Regression. Given a peptide amino acid sequence and an MHC pseudo amino acid sequence, predict their binding affinity value. This is MHC class I binding data. From a dataset of Peptide-MHC class I binding affinity with 185,985 pairs from IEDB/IMGT. (1) The peptide sequence is KLFNIAQRI. The MHC is HLA-A32:01 with pseudo-sequence HLA-A32:01. The binding affinity (normalized) is 0.958. (2) The MHC is HLA-B35:01 with pseudo-sequence HLA-B35:01. The peptide sequence is NANAEEYHA. The binding affinity (normalized) is 0.221. (3) The peptide sequence is VGSQGENQLY. The MHC is HLA-A29:02 with pseudo-sequence HLA-A29:02. The binding affinity (normalized) is 0.587. (4) The MHC is Mamu-A02 with pseudo-sequence Mamu-A02. The peptide sequence is KVVPRRKAKII. The binding affinity (normalized) is 0. (5) The peptide sequence is INFDWPFL. The MHC is H-2-Db with pseudo-sequence H-2-Db. The binding affinity (normalized) is 0.150.